This data is from Full USPTO retrosynthesis dataset with 1.9M reactions from patents (1976-2016). The task is: Predict the reactants needed to synthesize the given product. (1) Given the product [CH3:1][C:2]1([CH3:25])[CH2:11][CH2:10][C:9]([CH3:12])([CH3:13])[C:8]2[CH:7]=[C:6]([C:14]3[N:18]=[C:17]([N:19]4[CH2:20][CH2:21][N:22]([CH2:33][CH2:32][CH2:31][CH2:30][OH:29])[CH2:23][CH2:24]4)[O:16][N:15]=3)[CH:5]=[CH:4][C:3]1=2, predict the reactants needed to synthesize it. The reactants are: [CH3:1][C:2]1([CH3:25])[CH2:11][CH2:10][C:9]([CH3:13])([CH3:12])[C:8]2[CH:7]=[C:6]([C:14]3[N:18]=[C:17]([N:19]4[CH2:24][CH2:23][NH:22][CH2:21][CH2:20]4)[O:16][N:15]=3)[CH:5]=[CH:4][C:3]1=2.C([O:29][CH2:30][CH2:31][CH2:32][CH2:33]Br)(=O)C.[OH-].[Na+]. (2) The reactants are: [CH3:1][O:2][C@@H:3]([C@@H:8]([C@@H:11]([CH2:13][OH:14])[OH:12])[O:9][CH3:10])[C@H:4]([OH:7])[CH2:5][OH:6].N1[CH:20]=[CH:19][CH:18]=[CH:17][CH:16]=1.[C:21](Cl)([C:34]1[CH:39]=[CH:38][CH:37]=[CH:36][CH:35]=1)([C:28]1[CH:33]=[CH:32][CH:31]=[CH:30][CH:29]=1)[C:22]1[CH:27]=[CH:26][CH:25]=[CH:24][CH:23]=1.[C:41](Cl)(=[O:48])[C:42]1[CH:47]=[CH:46][CH:45]=[CH:44][CH:43]=1.C([O:53][CH2:54][CH3:55])(=O)C. Given the product [C:41]([O:12][C@@H:11]([C@H:8]([C@@H:3]([C@@H:4]([CH2:5][O:6][C:21]([C:22]1[CH:27]=[CH:26][CH:25]=[CH:24][CH:23]=1)([C:34]1[CH:35]=[CH:36][CH:37]=[CH:38][CH:39]=1)[C:28]1[CH:29]=[CH:30][CH:31]=[CH:32][CH:33]=1)[O:7][C:54](=[O:53])[C:55]1[CH:20]=[CH:19][CH:18]=[CH:17][CH:16]=1)[O:2][CH3:1])[O:9][CH3:10])[CH2:13][O:14][C:21]([C:34]1[CH:39]=[CH:38][CH:37]=[CH:36][CH:35]=1)([C:28]1[CH:33]=[CH:32][CH:31]=[CH:30][CH:29]=1)[C:22]1[CH:27]=[CH:26][CH:25]=[CH:24][CH:23]=1)(=[O:48])[C:42]1[CH:47]=[CH:46][CH:45]=[CH:44][CH:43]=1, predict the reactants needed to synthesize it. (3) Given the product [CH3:21][C:20]([CH3:22])=[CH:19][C:16]1[CH:17]=[CH:18][C:13]([CH:26]=[O:25])=[N:14][CH:15]=1, predict the reactants needed to synthesize it. The reactants are: C([Mg]Cl)CCC.C([Li])CCC.Br[C:13]1[CH:18]=[CH:17][C:16]([CH:19]=[C:20]([CH3:22])[CH3:21])=[CH:15][N:14]=1.[Cl-].[NH4+].[O:25]1CCC[CH2:26]1. (4) Given the product [C:19]([N:32]1[CH2:2][C:3]2[C:4]([C:5]#[N:6])=[CH:7][CH:8]=[CH:9][C:10]=2[CH2:11]1)([C:20]1[CH:25]=[CH:24][CH:23]=[CH:22][CH:21]=1)([C:26]1[CH:27]=[CH:28][CH:29]=[CH:30][CH:31]=1)[C:13]1[CH:18]=[CH:17][CH:16]=[CH:15][CH:14]=1, predict the reactants needed to synthesize it. The reactants are: Br[CH2:2][C:3]1[C:10]([CH2:11]Br)=[CH:9][CH:8]=[CH:7][C:4]=1[C:5]#[N:6].[C:13]1([C:19]([NH2:32])([C:26]2[CH:31]=[CH:30][CH:29]=[CH:28][CH:27]=2)[C:20]2[CH:25]=[CH:24][CH:23]=[CH:22][CH:21]=2)[CH:18]=[CH:17][CH:16]=[CH:15][CH:14]=1. (5) Given the product [C:21]([CH2:20][C:17]1[S:18][CH:19]=[C:15]([C:11]2[S:10][C:9]([NH:8][C:28]([N:25]3[CH:24]=[CH:23][N:27]=[CH:26]3)=[O:29])=[N:13][C:12]=2[CH3:14])[N:16]=1)#[N:22], predict the reactants needed to synthesize it. The reactants are: C(N(CC)CC)C.[NH2:8][C:9]1[S:10][C:11]([C:15]2[N:16]=[C:17]([CH2:20][C:21]#[N:22])[S:18][CH:19]=2)=[C:12]([CH3:14])[N:13]=1.[CH:23]1[N:27]=[CH:26][N:25]([C:28](N2C=NC=C2)=[O:29])[CH:24]=1.CN(C=O)C. (6) Given the product [F:1][C:2]1[CH:3]=[CH:4][C:5]2[O:9][C:8]([B:24]([OH:29])[OH:25])=[CH:7][C:6]=2[CH:10]=1, predict the reactants needed to synthesize it. The reactants are: [F:1][C:2]1[CH:3]=[CH:4][C:5]2[O:9][CH:8]=[CH:7][C:6]=2[CH:10]=1.CN(C)CCN(C)C.[Li]CCCC.[B:24](OC(C)C)([O:29]C(C)C)[O:25]C(C)C. (7) Given the product [ClH:17].[C:1]([O:4][C:5]1[CH:6]=[C:7]2[C:12](=[CH:13][C:14]=1[O:15][CH3:16])[N:11]=[CH:10][N:9]=[C:8]2[NH:22][C:21]1[CH:23]=[CH:24][CH:25]=[C:19]([Cl:18])[C:20]=1[F:26])(=[O:3])[CH3:2], predict the reactants needed to synthesize it. The reactants are: [C:1]([O:4][C:5]1[CH:6]=[C:7]2[C:12](=[CH:13][C:14]=1[O:15][CH3:16])[N:11]=[CH:10][N:9]=[C:8]2[Cl:17])(=[O:3])[CH3:2].[Cl:18][C:19]1[C:20]([F:26])=[C:21]([CH:23]=[CH:24][CH:25]=1)[NH2:22]. (8) Given the product [O:1]1[CH2:6][CH2:5][O:4][C:3]2[CH:7]=[C:8]([N:11]3[C:20]4[C:15](=[CH:16][CH:17]=[CH:18][CH:19]=4)[N:14]=[C:13]([C:21]([OH:23])=[O:22])[C:12]3=[O:26])[CH:9]=[CH:10][C:2]1=2, predict the reactants needed to synthesize it. The reactants are: [O:1]1[CH2:6][CH2:5][O:4][C:3]2[CH:7]=[C:8]([N:11]3[C:20]4[C:15](=[CH:16][CH:17]=[CH:18][CH:19]=4)[N:14]=[C:13]([C:21]([O:23]CC)=[O:22])[C:12]3=[O:26])[CH:9]=[CH:10][C:2]1=2.[OH-].[Na+].Cl.